Predict the product of the given reaction. From a dataset of Forward reaction prediction with 1.9M reactions from USPTO patents (1976-2016). (1) Given the reactants [CH3:1][O:2][C:3]1[CH:23]=[CH:22][C:6]2[CH2:7][CH2:8][C:9]3[C:10]([CH3:21])=[N:11][N:12]([C:14]4[CH:19]=[CH:18][C:17]([OH:20])=[CH:16][CH:15]=4)[C:13]=3[C:5]=2[CH:4]=1.Cl[CH2:25][CH2:26][CH2:27][N:28]1[CH2:32][CH2:31][CH2:30][CH2:29]1.[H-].[Na+].[I-].[Na+], predict the reaction product. The product is: [CH3:1][O:2][C:3]1[CH:23]=[CH:22][C:6]2[CH2:7][CH2:8][C:9]3[C:10]([CH3:21])=[N:11][N:12]([C:14]4[CH:19]=[CH:18][C:17]([O:20][CH2:25][CH2:26][CH2:27][N:28]5[CH2:32][CH2:31][CH2:30][CH2:29]5)=[CH:16][CH:15]=4)[C:13]=3[C:5]=2[CH:4]=1. (2) Given the reactants [I-:1].[Na+].Cl[CH2:4][CH2:5][C@H:6]([C:8]1[CH:13]=[CH:12][CH:11]=[CH:10][CH:9]=1)[OH:7], predict the reaction product. The product is: [I:1][CH2:4][CH2:5][C@H:6]([C:8]1[CH:13]=[CH:12][CH:11]=[CH:10][CH:9]=1)[OH:7]. (3) Given the reactants [C:1]1([C:19]2[CH:24]=[CH:23][CH:22]=[CH:21][CH:20]=2)[C:2]([C:7]([NH:9][C:10]2[CH:18]=[CH:17][C:13]([C:14](O)=[O:15])=[CH:12][CH:11]=2)=[O:8])=[CH:3][CH:4]=[CH:5][CH:6]=1.S(Cl)([Cl:27])=O, predict the reaction product. The product is: [C:1]1([C:19]2[CH:24]=[CH:23][CH:22]=[CH:21][CH:20]=2)[C:2]([C:7]([NH:9][C:10]2[CH:18]=[CH:17][C:13]([C:14]([Cl:27])=[O:15])=[CH:12][CH:11]=2)=[O:8])=[CH:3][CH:4]=[CH:5][CH:6]=1. (4) Given the reactants [CH2:1]=[O:2].[CH:3]1[C:12]2[C:7](=[CH:8][CH:9]=[CH:10][CH:11]=2)[CH:6]=[CH:5][C:4]=1O.[CH2:14]([NH2:18])[CH2:15][CH2:16][CH3:17].[CH3:19][OH:20], predict the reaction product. The product is: [CH2:14]([N:18]([CH2:10][C:11]1[C:12]2[C:7](=[CH:6][CH:5]=[CH:4][CH:3]=2)[CH:8]=[CH:9][C:19]=1[OH:20])[CH2:10][C:11]1[C:12]2[C:7](=[CH:6][CH:5]=[CH:4][CH:3]=2)[CH:8]=[CH:9][C:1]=1[OH:2])[CH2:15][CH2:16][CH3:17]. (5) Given the reactants Br[C:2]1[CH:3]=[C:4]([S:19]([NH2:22])(=[O:21])=[O:20])[CH:5]=[C:6]([N+:16]([O-:18])=[O:17])[C:7]=1[NH:8][CH2:9][CH:10]1[CH2:15][CH2:14][CH2:13][CH2:12][CH2:11]1.C([Sn](CCCC)(CCCC)[C:28]1[N:33]=[CH:32][CH:31]=[CH:30][N:29]=1)CCC.O1C=CC=C1P(C1OC=CC=1)C1OC=CC=1, predict the reaction product. The product is: [CH:10]1([CH2:9][NH:8][C:7]2[C:2]([C:28]3[N:33]=[CH:32][CH:31]=[CH:30][N:29]=3)=[CH:3][C:4]([S:19]([NH2:22])(=[O:21])=[O:20])=[CH:5][C:6]=2[N+:16]([O-:18])=[O:17])[CH2:15][CH2:14][CH2:13][CH2:12][CH2:11]1. (6) Given the reactants [CH3:1][O:2][CH2:3][C:4]1[CH:10]=[C:9]([N:11]=NC2C=CC=CC=2COC)[CH:8]=[CH:7][C:5]=1[NH2:6].C([O-])=O.[NH4+], predict the reaction product. The product is: [CH3:1][O:2][CH2:3][C:4]1[CH:10]=[C:9]([NH2:11])[CH:8]=[CH:7][C:5]=1[NH2:6]. (7) Given the reactants O[CH2:2][C:3]1[CH:8]=[CH:7][C:6]([CH2:9][CH2:10][N:11]2[CH:16]=[CH:15][C:14]([O:17][CH2:18][C:19]3[CH:20]=[N:21][CH:22]=[CH:23][CH:24]=3)=[CH:13][C:12]2=[O:25])=[CH:5][CH:4]=1.[CH2:26]([N:28](CC)[CH2:29][CH3:30])[CH3:27].CS(Cl)(=O)=O.N1CCCC1, predict the reaction product. The product is: [N:21]1[CH:22]=[CH:23][CH:24]=[C:19]([CH2:18][O:17][C:14]2[CH:15]=[CH:16][N:11]([CH2:10][CH2:9][C:6]3[CH:7]=[CH:8][C:3]([CH2:2][N:28]4[CH2:29][CH2:30][CH2:27][CH2:26]4)=[CH:4][CH:5]=3)[C:12](=[O:25])[CH:13]=2)[CH:20]=1.